The task is: Predict the product of the given reaction.. This data is from Forward reaction prediction with 1.9M reactions from USPTO patents (1976-2016). (1) Given the reactants [C:1]([O:5][C@@H:6]([C:10]1[C:11]([C:26]2[CH:31]=[CH:30][C:29]([Cl:32])=[CH:28][CH:27]=2)=[C:12]2[C:17](=[CH:18][C:19]=1[CH3:20])[N:16]=[C:15](C1NN=CC=1)[CH:14]=[CH:13]2)[C:7]([OH:9])=[O:8])([CH3:4])([CH3:3])[CH3:2].[N:33]1[CH:38]=[C:37](B(O)O)[CH:36]=[N:35][CH:34]=1, predict the reaction product. The product is: [C:1]([O:5][C@@H:6]([C:10]1[C:11]([C:26]2[CH:31]=[CH:30][C:29]([Cl:32])=[CH:28][CH:27]=2)=[C:12]2[C:17](=[CH:18][C:19]=1[CH3:20])[N:16]=[C:15]([C:37]1[CH:38]=[N:33][CH:34]=[N:35][CH:36]=1)[CH:14]=[CH:13]2)[C:7]([OH:9])=[O:8])([CH3:3])([CH3:2])[CH3:4]. (2) Given the reactants [C:1]1(C2C=CC=CC=2)[CH:6]=[CH:5][CH:4]=[C:3]([NH:7][C:8](=[O:20])[CH2:9][CH2:10][CH2:11][CH2:12][CH2:13][NH:14][C:15](=[O:19])CCBr)[CH:2]=1.Br[CH2:28][CH2:29][C:30](Cl)=[O:31].C(Cl)Cl, predict the reaction product. The product is: [CH2:30]([O:31][C:2]1[CH:1]=[CH:6][CH:5]=[CH:4][C:3]=1[NH:7][C:8](=[O:20])[C@@H:9]([NH:7][C:8](=[O:20])[CH2:9][CH2:10][CH:11]=[CH2:12])[CH2:10][CH2:11][CH2:12][CH2:13][NH:14][C:15](=[O:19])[O:31][CH2:30][C:29]1[CH:6]=[CH:1][CH:2]=[CH:3][CH:28]=1)[CH:29]=[CH2:28].